This data is from Forward reaction prediction with 1.9M reactions from USPTO patents (1976-2016). The task is: Predict the product of the given reaction. (1) Given the reactants C([O:5][C:6](=O)[N:7]([O:34][CH2:35][C:36]1[CH:41]=[CH:40][CH:39]=[CH:38][CH:37]=1)[CH2:8][C@@H:9]([C:14]([N:16]1[CH2:21][CH2:20][N:19]([C:22]2[CH:27]=[CH:26][C:25]([C:28]3[CH:33]=[CH:32][CH:31]=[CH:30][CH:29]=3)=[CH:24][CH:23]=2)[CH2:18][CH2:17]1)=[O:15])[CH2:10][CH:11]([CH3:13])[CH3:12])(C)(C)C.C(O)=O.C(OC(=O)C)(=O)C, predict the reaction product. The product is: [CH2:35]([O:34][N:7]([CH2:8][C@@H:9]([C:14]([N:16]1[CH2:21][CH2:20][N:19]([C:22]2[CH:23]=[CH:24][C:25]([C:28]3[CH:33]=[CH:32][CH:31]=[CH:30][CH:29]=3)=[CH:26][CH:27]=2)[CH2:18][CH2:17]1)=[O:15])[CH2:10][CH:11]([CH3:13])[CH3:12])[CH:6]=[O:5])[C:36]1[CH:41]=[CH:40][CH:39]=[CH:38][CH:37]=1. (2) Given the reactants [CH2:1]([O:8][C:9](=[O:11])[NH2:10])[C:2]1[CH:7]=[CH:6][CH:5]=[CH:4][CH:3]=1.[Li][CH2:13][CH2:14][CH2:15][CH3:16].[CH3:29][C:28]([O:27][C:25](O[C:25]([O:27][C:28]([CH3:31])([CH3:30])[CH3:29])=[O:26])=[O:26])([CH3:31])[CH3:30].C[N:33]1[C:37](=[O:38])[CH2:36][CH2:35]C1, predict the reaction product. The product is: [CH2:1]([O:8][C:9](=[O:11])[NH:10][C@H:13]1[C@@H:36]([C:37]([NH:33][C:25]([O:27][C:28]([CH3:29])([CH3:30])[CH3:31])=[O:26])=[O:38])[CH2:35][CH:16]=[CH:15][CH2:14]1)[C:2]1[CH:7]=[CH:6][CH:5]=[CH:4][CH:3]=1.